This data is from Full USPTO retrosynthesis dataset with 1.9M reactions from patents (1976-2016). The task is: Predict the reactants needed to synthesize the given product. (1) Given the product [CH3:13][C:12]1[CH:11]=[CH:10][C:6]([C:7]([OH:9])=[O:8])=[CH:5][C:4]=1[N:1]1[CH:15]=[C:14]([C:16]2[CH:21]=[N:20][C:19]([CH2:22][N:23]3[CH2:24][CH2:25][O:26][CH2:27][CH2:28]3)=[CH:18][CH:17]=2)[N:3]=[N:2]1, predict the reactants needed to synthesize it. The reactants are: [N:1]([C:4]1[CH:5]=[C:6]([CH:10]=[CH:11][C:12]=1[CH3:13])[C:7]([OH:9])=[O:8])=[N+:2]=[N-:3].[C:14]([C:16]1[CH:17]=[CH:18][C:19]([CH2:22][N:23]2[CH2:28][CH2:27][O:26][CH2:25][CH2:24]2)=[N:20][CH:21]=1)#[CH:15]. (2) The reactants are: [C:1]([O:5][C:6]([N:8]([C:13]1[CH:14]=[C:15]([CH:19]=[CH:20][N:21]=1)[C:16]([OH:18])=[O:17])[S:9]([CH3:12])(=[O:11])=[O:10])=[O:7])([CH3:4])([CH3:3])[CH3:2].[Cl:22][C:23]1[CH:24]=[N+:25]([O-:52])[CH:26]=[C:27]([Cl:51])[C:28]=1[CH2:29][C@@H:30]([C:36]1[CH:41]=[CH:40][C:39]([O:42][CH:43]([F:45])[F:44])=[C:38]([O:46][CH2:47][CH:48]2[CH2:50][CH2:49]2)[CH:37]=1)[O:31][C:32](=[O:35])[CH2:33]O. Given the product [C:1]([O:5][C:6]([N:8]([C:13]1[CH:14]=[C:15]([CH:19]=[CH:20][N:21]=1)[C:16]([O:18][CH2:33][C:32]([O:31][C@H:30]([C:36]1[CH:41]=[CH:40][C:39]([O:42][CH:43]([F:45])[F:44])=[C:38]([O:46][CH2:47][CH:48]2[CH2:50][CH2:49]2)[CH:37]=1)[CH2:29][C:28]1[C:27]([Cl:51])=[CH:26][N+:25]([O-:52])=[CH:24][C:23]=1[Cl:22])=[O:35])=[O:17])[S:9]([CH3:12])(=[O:11])=[O:10])=[O:7])([CH3:4])([CH3:2])[CH3:3], predict the reactants needed to synthesize it. (3) Given the product [F:46][C:47]1[CH:54]=[CH:53][C:50]([CH2:51][NH:52][C:40]([C:36]2[S:35][C:34]([N:31]3[CH2:32][CH2:33][N:29]([CH2:28][C:27]4[CH:26]=[CH:25][C:24]([F:23])=[CH:45][CH:44]=4)[C:30]3=[O:43])=[N:38][C:37]=2[CH3:39])=[O:41])=[CH:49][CH:48]=1, predict the reactants needed to synthesize it. The reactants are: C(N1CCN(C2SC(C(O)=O)=C(C)N=2)C1=O)C1C=CC=CC=1.[F:23][C:24]1[CH:45]=[CH:44][C:27]([CH2:28][N:29]2[CH2:33][CH2:32][N:31]([C:34]3[S:35][C:36]([C:40](O)=[O:41])=[C:37]([CH3:39])[N:38]=3)[C:30]2=[O:43])=[CH:26][CH:25]=1.[F:46][C:47]1[CH:54]=[CH:53][C:50]([CH2:51][NH2:52])=[CH:49][CH:48]=1. (4) Given the product [CH2:7]([O:6][P:4]([CH:9]([CH:19]([CH3:21])[CH3:20])[C:10]([O:12][C:13]([CH3:14])([CH3:16])[CH3:15])=[O:11])([O:3][CH2:1][CH3:2])=[O:5])[CH3:8], predict the reactants needed to synthesize it. The reactants are: [CH2:1]([O:3][P:4]([CH2:9][C:10]([O:12][C:13]([CH3:16])([CH3:15])[CH3:14])=[O:11])([O:6][CH2:7][CH3:8])=[O:5])[CH3:2].[H-].[Na+].[CH:19](I)([CH3:21])[CH3:20].C(OCC)(=O)C. (5) Given the product [ClH:19].[Cl:20][C:14]1[CH:15]=[CH:16][CH:17]=[C:18]([Cl:19])[C:13]=1[NH:12][C:10]1[NH:1][C:2]2[CH:7]=[CH:6][CH:5]=[C:4]([OH:8])[C:3]=2[N:9]=1, predict the reactants needed to synthesize it. The reactants are: [NH2:1][C:2]1[CH:7]=[CH:6][CH:5]=[C:4]([OH:8])[C:3]=1[NH:9][C:10]([NH:12][C:13]1[C:18]([Cl:19])=[CH:17][CH:16]=[CH:15][C:14]=1[Cl:20])=S.CI. (6) Given the product [F:15][C:2]([F:1])([C:8]1[CH:13]=[CH:12][C:11]([F:14])=[CH:10][CH:9]=1)[CH2:3][OH:4], predict the reactants needed to synthesize it. The reactants are: [F:1][C:2]([F:15])([C:8]1[CH:13]=[CH:12][C:11]([F:14])=[CH:10][CH:9]=1)[C:3](OCC)=[O:4].[BH4-].[Na+].